The task is: Predict the reaction yield, written as a fraction of the theoretical maximum amount of product (1.0 means a 100% yield; for example, 0.34 means a 34% yield).. This data is from Reaction yield outcomes from USPTO patents with 853,638 reactions. (1) The reactants are C([Li])CCC.Br[C:7]1[CH:8]=[C:9]([CH3:20])[C:10]([O:16][CH:17]([F:19])[F:18])=[C:11]([CH:13]2[CH2:15][CH2:14]2)[CH:12]=1.[Br:21][C:22]1[CH:23]=[C:24]([C:28]([C:36]2[C:37]([C:42]#[N:43])=[N:38][CH:39]=[CH:40][CH:41]=2)=[N:29]S(C(C)(C)C)=O)[CH:25]=[CH:26][CH:27]=1.Cl. The catalyst is C1COCC1. The product is [Br:21][C:22]1[CH:23]=[C:24]([C:28]2([C:7]3[CH:8]=[C:9]([CH3:20])[C:10]([O:16][CH:17]([F:19])[F:18])=[C:11]([CH:13]4[CH2:15][CH2:14]4)[CH:12]=3)[C:36]3[C:37](=[N:38][CH:39]=[CH:40][CH:41]=3)[C:42]([NH2:43])=[N:29]2)[CH:25]=[CH:26][CH:27]=1. The yield is 0.580. (2) The catalyst is CO. The yield is 0.180. The product is [F:18][C:19]1[CH:26]=[CH:25][C:22]([CH2:23][NH2:24])=[CH:21][CH:20]=1.[F:18][C:19]1[CH:26]=[CH:25][C:22]([CH2:23][NH:24][C:3]([C:5]2[N:6]=[C:7]3[C:15]([C:16]#[N:17])=[CH:14][NH:13][N:8]3[C:9](=[O:12])[C:10]=2[OH:11])=[O:4])=[CH:21][CH:20]=1. The reactants are CO[C:3]([C:5]1[N:6]=[C:7]2[C:15]([C:16]#[N:17])=[CH:14][NH:13][N:8]2[C:9](=[O:12])[C:10]=1[OH:11])=[O:4].[F:18][C:19]1[CH:26]=[CH:25][C:22]([CH2:23][NH2:24])=[CH:21][CH:20]=1. (3) The reactants are [CH:1]1([NH:7][C:8]([C:10]2O[C:12]([CH3:25])=[CH:13][C:14](=[O:24])[C:15]=2[O:16][CH2:17][C:18]2[CH:23]=[CH:22][CH:21]=[CH:20][CH:19]=2)=[O:9])[CH2:6][CH2:5][CH2:4][CH2:3][CH2:2]1.[CH3:26][NH2:27]. The catalyst is CO. The product is [CH:1]1([NH:7][C:8]([C:10]2[N:27]([CH3:26])[C:12]([CH3:25])=[CH:13][C:14](=[O:24])[C:15]=2[O:16][CH2:17][C:18]2[CH:23]=[CH:22][CH:21]=[CH:20][CH:19]=2)=[O:9])[CH2:6][CH2:5][CH2:4][CH2:3][CH2:2]1. The yield is 0.830. (4) The reactants are F[C:2]1[C:11]([CH2:12][C:13]([OH:15])=[O:14])=[C:10]([F:16])[CH:9]=[C:8]2[C:3]=1[CH:4]=[CH:5][CH:6]=[N:7]2.OS(O)(=O)=O.[CH3:22]O. The catalyst is C(OCC)(=O)C. The product is [CH3:22][O:15][C:13](=[O:14])[CH2:12][C:11]1[CH:2]=[C:3]2[C:8](=[CH:9][C:10]=1[F:16])[N:7]=[CH:6][CH:5]=[CH:4]2. The yield is 0.898.